From a dataset of Full USPTO retrosynthesis dataset with 1.9M reactions from patents (1976-2016). Predict the reactants needed to synthesize the given product. (1) Given the product [CH3:17][CH:16]([CH3:18])[CH2:15][CH:14]([C:11]1[CH:12]=[CH:13][C:8]([C:7]([NH:6][CH2:5][CH2:4][C:3]([OH:2])=[O:32])=[O:31])=[CH:9][CH:10]=1)[NH:19][C:20]1[CH:21]=[N:22][C:23]2[C:28]([CH:29]=1)=[CH:27][CH:26]=[C:25]([CH3:35])[CH:24]=2, predict the reactants needed to synthesize it. The reactants are: C[O:2][C:3](=[O:32])[CH2:4][CH2:5][NH:6][C:7](=[O:31])[C:8]1[CH:13]=[CH:12][C:11]([CH:14]([NH:19][C:20]2[CH:21]=[N:22][C:23]3[C:28]([CH:29]=2)=[CH:27][CH:26]=[CH:25][C:24]=3C)[CH2:15][CH:16]([CH3:18])[CH3:17])=[CH:10][CH:9]=1.[OH-].[Na+].[CH2:35]1COCC1.CO. (2) Given the product [C:1]([C:5]1[CH:10]=[CH:9][C:8]([CH2:11][C:12]([NH:14][C@@H:15]([C:16]2[N:17]=[N:18][N:19]([C:21]([CH3:27])([CH3:26])[CH2:22][OH:23])[CH:20]=2)[C:28]2[CH:33]=[CH:32][C:31]([O:34][CH2:35][C:36]([F:38])([F:39])[F:37])=[CH:30][N:29]=2)=[O:13])=[CH:7][CH:6]=1)([CH3:4])([CH3:2])[CH3:3], predict the reactants needed to synthesize it. The reactants are: [C:1]([C:5]1[CH:10]=[CH:9][C:8]([CH2:11][C:12]([NH:14][C@H:15]([C:28]2[CH:33]=[CH:32][C:31]([O:34][CH2:35][C:36]([F:39])([F:38])[F:37])=[CH:30][N:29]=2)[C:16]2[N:17]=[N:18][N:19]([C:21]([CH3:27])([CH3:26])[C:22](OC)=[O:23])[CH:20]=2)=[O:13])=[CH:7][CH:6]=1)([CH3:4])([CH3:3])[CH3:2].[BH4-].[Li+]. (3) Given the product [C:29]([N:32]1[CH:19]([C:12]2[N:11]=[C:10]([C:21]([O:23][CH3:24])=[O:22])[C:9]([O:8][CH2:7][C:6]3[CH:25]=[CH:26][C:3]([O:2][CH3:1])=[CH:4][CH:5]=3)=[C:18]3[C:13]=2[CH:14]=[CH:15][CH:16]=[N:17]3)[CH2:20][CH2:34][N:33]1[CH3:27])(=[O:31])[CH3:30], predict the reactants needed to synthesize it. The reactants are: [CH3:1][O:2][C:3]1[CH:26]=[CH:25][C:6]([CH2:7][O:8][C:9]2[C:10]([C:21]([O:23][CH3:24])=[O:22])=[N:11][C:12]([CH:19]=[CH2:20])=[C:13]3[C:18]=2[N:17]=[CH:16][CH:15]=[CH:14]3)=[CH:5][CH:4]=1.[CH2:27]=O.[C:29]([NH:32][NH:33][CH3:34])(=[O:31])[CH3:30]. (4) Given the product [Cl:1][C:2]1[CH:3]=[CH:4][C:5]([OH:13])=[C:6]2[C:11]=1[N:10]=[C:9]([CH3:12])[CH:8]=[CH:7]2, predict the reactants needed to synthesize it. The reactants are: [Cl:1][C:2]1[CH:3]=[CH:4][C:5]([O:13]C)=[C:6]2[C:11]=1[N:10]=[C:9]([CH3:12])[CH:8]=[CH:7]2. (5) Given the product [CH2:26]([O:15][C:13]([CH:12]1[CH2:10][CH:11]([C:19]2[CH:24]=[CH:23][CH:22]=[CH:21][CH:20]=2)[C:3]2[C:4](=[CH:6][C:7]([Cl:9])=[CH:8][C:2]=2[Cl:1])[NH:5]1)=[O:14])[CH3:27], predict the reactants needed to synthesize it. The reactants are: [Cl:1][C:2]1[CH:3]=[C:4]([CH:6]=[C:7]([Cl:9])[CH:8]=1)[NH2:5].[CH2:10]([C:12](=O)[C:13]([O-:15])=[O:14])[CH3:11].C=C[C:19]1[CH:24]=[CH:23][CH:22]=[CH:21][CH:20]=1.F[C:26](F)(F)[C:27](O)=O. (6) Given the product [CH3:19][C:16]1[CH:15]=[CH:14][C:13]([S:10]([NH:9][C:4]2[CH:5]=[CH:6][C:7]([CH3:8])=[C:2]([NH:1][C:27]([NH:26][C:20]3[CH:25]=[CH:24][CH:23]=[CH:22][CH:21]=3)=[O:28])[CH:3]=2)(=[O:12])=[O:11])=[CH:18][CH:17]=1, predict the reactants needed to synthesize it. The reactants are: [NH2:1][C:2]1[CH:3]=[C:4]([NH:9][S:10]([C:13]2[CH:18]=[CH:17][C:16]([CH3:19])=[CH:15][CH:14]=2)(=[O:12])=[O:11])[CH:5]=[CH:6][C:7]=1[CH3:8].[C:20]1([N:26]=[C:27]=[O:28])[CH:25]=[CH:24][CH:23]=[CH:22][CH:21]=1.Cl. (7) Given the product [CH2:1]([O:3][C:4](=[O:16])[CH2:5][N:6]1[C:14]2[C:9](=[CH:10][CH:11]=[C:12]([O:15][CH2:27][C:26]3[C:21]([CH2:20][CH2:19][O:18][CH3:17])=[N:22][C:23]([C:29]4[CH:30]=[N:31][C:32]([C:35]([F:38])([F:37])[F:36])=[CH:33][CH:34]=4)=[N:24][CH:25]=3)[CH:13]=2)[CH:8]=[CH:7]1)[CH3:2], predict the reactants needed to synthesize it. The reactants are: [CH2:1]([O:3][C:4](=[O:16])[CH2:5][N:6]1[C:14]2[C:9](=[CH:10][CH:11]=[C:12]([OH:15])[CH:13]=2)[CH:8]=[CH:7]1)[CH3:2].[CH3:17][O:18][CH2:19][CH2:20][C:21]1[C:26]([CH2:27]O)=[CH:25][N:24]=[C:23]([C:29]2[CH:30]=[N:31][C:32]([C:35]([F:38])([F:37])[F:36])=[CH:33][CH:34]=2)[N:22]=1.C(P(CCCC)CCCC)CCC.CN(C)C(N=NC(N(C)C)=O)=O.